This data is from Human liver microsome stability data. The task is: Regression/Classification. Given a drug SMILES string, predict its absorption, distribution, metabolism, or excretion properties. Task type varies by dataset: regression for continuous measurements (e.g., permeability, clearance, half-life) or binary classification for categorical outcomes (e.g., BBB penetration, CYP inhibition). Dataset: hlm. (1) The molecule is COc1cc(N2CCN(C3CCN(c4cccc5ccc(C(F)(F)F)nc45)CC3)CC2)c2ncccc2c1. The result is 1 (stable in human liver microsomes). (2) The compound is CCn1c2ccccc2c2cc(NC(=O)CN3CCC(N4C(=O)OCc5c(Cl)cccc54)CC3)ccc21. The result is 0 (unstable in human liver microsomes). (3) The compound is CS(=O)(=O)Nc1ccc2c(c1)S(=O)(=O)NC(c1c(O)c(-c3cccs3)nn(Cc3ccccc3)c1=O)=N2. The result is 0 (unstable in human liver microsomes). (4) The molecule is CC(C)(C)C(=O)N(CCN1[C@@H]2CC[C@H]1C[C@@H](c1cccc(C(N)=O)c1)C2)CC1CCCCC1. The result is 1 (stable in human liver microsomes). (5) The drug is CC[C@H](C(=O)N1CC(C#N)C1)n1c(=O)c2cc(OC)c(OC)cc2c2cnc3[nH]ccc3c21. The result is 0 (unstable in human liver microsomes).